This data is from Reaction yield outcomes from USPTO patents with 853,638 reactions. The task is: Predict the reaction yield, written as a fraction of the theoretical maximum amount of product (1.0 means a 100% yield; for example, 0.34 means a 34% yield). (1) The reactants are [C:1]([O:5][C:6]([N:8]1[CH:15]2[CH2:16][CH:11]3[CH2:12][C:13]([C:18]([OH:20])=O)([CH2:17][CH:9]1[CH2:10]3)[CH2:14]2)=[O:7])([CH3:4])([CH3:3])[CH3:2].[N:21]1C=CC=CC=1.C(=O)(O)[O-].[NH4+]. The catalyst is C(#N)C. The product is [C:18]([C:13]12[CH2:14][CH:15]3[CH2:16][CH:11]([CH2:10][CH:9]([N:8]3[C:6]([O:5][C:1]([CH3:4])([CH3:3])[CH3:2])=[O:7])[CH2:17]1)[CH2:12]2)(=[O:20])[NH2:21]. The yield is 0.870. (2) The reactants are [CH2:1]([O:5][C:6]1[N:11]=[C:10](Cl)[N:9]=[C:8](Cl)[N:7]=1)[CH2:2][CH2:3][CH3:4].[CH2:14]([NH:16][C:17]1[CH:18]=[C:19]([OH:23])[CH:20]=[CH:21][CH:22]=1)[CH3:15]. No catalyst specified. The product is [CH2:1]([O:5][C:6]1[N:11]=[C:10]([N:16]([CH2:14][CH3:15])[C:17]2[CH:22]=[CH:21][CH:20]=[C:19]([OH:23])[CH:18]=2)[N:9]=[C:8]([N:16]([CH2:14][CH3:15])[C:17]2[CH:22]=[CH:21][CH:20]=[C:19]([OH:23])[CH:18]=2)[N:7]=1)[CH2:2][CH2:3][CH3:4]. The yield is 0.470.